Dataset: Reaction yield outcomes from USPTO patents with 853,638 reactions. Task: Predict the reaction yield, written as a fraction of the theoretical maximum amount of product (1.0 means a 100% yield; for example, 0.34 means a 34% yield). (1) The reactants are C[O:2][C:3](=[O:34])[CH2:4][CH2:5][CH2:6][N:7]([C:16]([C@@:18]1([CH3:33])[CH2:21][CH2:20][N:19]1[C:22]([C:24]1[C:25]2[CH:32]=[CH:31][CH:30]=[CH:29][C:26]=2[S:27][CH:28]=1)=[O:23])=[O:17])[CH2:8][C:9]1[CH:14]=[CH:13][CH:12]=[C:11]([Cl:15])[CH:10]=1.[OH-].[Na+]. The catalyst is CO. The product is [S:27]1[CH:28]=[C:24]([C:22]([N:19]2[CH2:20][CH2:21][C@:18]2([CH3:33])[C:16]([N:7]([CH2:8][C:9]2[CH:14]=[CH:13][CH:12]=[C:11]([Cl:15])[CH:10]=2)[CH2:6][CH2:5][CH2:4][C:3]([OH:34])=[O:2])=[O:17])=[O:23])[C:25]2[CH:32]=[CH:31][CH:30]=[CH:29][C:26]1=2. The yield is 0.970. (2) The reactants are CN(C=O)C.CS(C)=O.[S:10](Cl)([C:13]1[CH:19]=[CH:18][C:16]([CH3:17])=[CH:15][CH:14]=1)(=[O:12])=[O:11].[CH3:21][O:22][C:23](=[O:38])[C@H:24]([CH2:36][OH:37])[NH:25][C:26]([O:28][CH2:29][C:30]1[CH:35]=[CH:34][CH:33]=[CH:32][CH:31]=1)=[O:27].C(N(CC)CC)C. The catalyst is CN(C=O)C. The product is [CH2:29]([O:28][C:26]([NH:25]/[C:24](=[CH:36]\[O:37][S:10]([C:13]1[CH:19]=[CH:18][C:16]([CH3:17])=[CH:15][CH:14]=1)(=[O:12])=[O:11])/[C:23]([O:22][CH3:21])=[O:38])=[O:27])[C:30]1[CH:35]=[CH:34][CH:33]=[CH:32][CH:31]=1. The yield is 0.940. (3) The reactants are [CH:1]1([CH2:6][CH:7]([C:20]2[CH:25]=[CH:24][C:23]([Cl:26])=[C:22]([Cl:27])[CH:21]=2)[C:8]([NH:10][C:11]2[S:12][CH:13]=[C:14]([CH2:16][C:17]([OH:19])=[O:18])[N:15]=2)=[O:9])[CH2:5][CH2:4][CH2:3][CH2:2]1.[CH3:28]O. The catalyst is S(=O)(=O)(O)O. The product is [CH3:28][O:18][C:17](=[O:19])[CH2:16][C:14]1[N:15]=[C:11]([NH:10][C:8](=[O:9])[CH:7]([C:20]2[CH:25]=[CH:24][C:23]([Cl:26])=[C:22]([Cl:27])[CH:21]=2)[CH2:6][CH:1]2[CH2:5][CH2:4][CH2:3][CH2:2]2)[S:12][CH:13]=1. The yield is 0.780. (4) The reactants are [I:1][C:2]1[CH:3]=[C:4]([N+:9]([O-])=O)[C:5]([NH2:8])=[N:6][CH:7]=1.C(O)C.Cl. The catalyst is [Fe].O. The product is [I:1][C:2]1[CH:3]=[C:4]([NH2:9])[C:5]([NH2:8])=[N:6][CH:7]=1. The yield is 0.600. (5) The reactants are [O:1]1[CH:5]=[CH:4][CH:3]=[C:2]1[C:6]1[O:7][C:8]([CH3:39])=[C:9]([CH2:11][O:12][C:13]2[CH:18]=[CH:17][C:16]([CH2:19][O:20][C:21]3[C:25](/[CH:26]=[CH:27]\[S:28]([CH3:30])=[O:29])=[CH:24][N:23]([C:31]4[CH:36]=[CH:35][CH:34]=[CH:33][CH:32]=4)[N:22]=3)=[CH:15][C:14]=2[O:37][CH3:38])[N:10]=1.ClC1C=CC=C(C(OO)=[O:48])C=1.S([O-])([O-])=O.[Na+].[Na+]. The catalyst is O1CCCC1. The product is [O:1]1[CH:5]=[CH:4][CH:3]=[C:2]1[C:6]1[O:7][C:8]([CH3:39])=[C:9]([CH2:11][O:12][C:13]2[CH:18]=[CH:17][C:16]([CH2:19][O:20][C:21]3[C:25](/[CH:26]=[CH:27]\[S:28]([CH3:30])(=[O:48])=[O:29])=[CH:24][N:23]([C:31]4[CH:32]=[CH:33][CH:34]=[CH:35][CH:36]=4)[N:22]=3)=[CH:15][C:14]=2[O:37][CH3:38])[N:10]=1. The yield is 0.710. (6) The reactants are [NH2:1][C:2]1[CH:10]=[C:9]([O:11][CH3:12])[CH:8]=[C:7]([O:13][CH3:14])[C:3]=1[C:4]([NH2:6])=[O:5].[CH:15]([C:17]1[CH:27]=[CH:26][C:20]([O:21][CH2:22][C:23]([NH2:25])=[O:24])=[CH:19][CH:18]=1)=O.S([O-])(O)=O.[Na+].O.C1(C)C=CC(S(O)(=O)=O)=CC=1. The catalyst is CN(C)C(=O)C. The product is [CH3:14][O:13][C:7]1[CH:8]=[C:9]([O:11][CH3:12])[CH:10]=[C:2]2[C:3]=1[C:4](=[O:5])[NH:6][C:15]([C:17]1[CH:27]=[CH:26][C:20]([O:21][CH2:22][C:23]([NH2:25])=[O:24])=[CH:19][CH:18]=1)=[N:1]2. The yield is 0.272. (7) The yield is 0.560. The reactants are [CH2:1]([NH:3][C:4]1[N:5]=[C:6]([CH3:20])[C:7]2[CH:13]=[CH:12][C:11](=[O:14])[N:10]([CH2:15][CH2:16][CH2:17][O:18][CH3:19])[C:8]=2[N:9]=1)[CH3:2].C(O)(=O)C.[Br:25]Br. The catalyst is C(Cl)Cl.O. The product is [Br:25][C:12]1[C:11](=[O:14])[N:10]([CH2:15][CH2:16][CH2:17][O:18][CH3:19])[C:8]2[N:9]=[C:4]([NH:3][CH2:1][CH3:2])[N:5]=[C:6]([CH3:20])[C:7]=2[CH:13]=1. (8) The reactants are [O:1]([C:8]1[CH:13]=[C:12]([C:14]([F:17])([F:16])[F:15])[CH:11]=[CH:10][C:9]=1[OH:18])[C:2]1[CH:7]=[CH:6][CH:5]=[CH:4][CH:3]=1.[OH:19][C@@H:20]([CH3:34])[CH2:21][CH2:22]OS(C1C=CC(C)=CC=1)(=O)=O.C([O-])([O-])=O.[Cs+].[Cs+]. The catalyst is CN(C=O)C.CCOCC. The product is [O:1]([C:8]1[CH:13]=[C:12]([C:14]([F:15])([F:16])[F:17])[CH:11]=[CH:10][C:9]=1[O:18][CH2:22][CH2:21][C@@H:20]([OH:19])[CH3:34])[C:2]1[CH:3]=[CH:4][CH:5]=[CH:6][CH:7]=1. The yield is 0.790. (9) The reactants are C[O:2][C:3]([C:5]1[CH:6]=[CH:7][C:8]2=[C:9]([CH:23]=1)[O:10][CH2:11][C:12]1[CH:22]=[CH:21][CH:20]=[CH:19][C:13]=1/[C:14]/2=[C:15](/[C:17]#[N:18])\[CH3:16])=O.[BH4-].[Li+].Cl. The catalyst is C1COCC1. The product is [OH:2][CH2:3][C:5]1[CH:6]=[CH:7][C:8]2=[C:9]([CH:23]=1)[O:10][CH2:11][C:12]1[CH:22]=[CH:21][CH:20]=[CH:19][C:13]=1/[C:14]/2=[C:15](\[CH3:16])/[C:17]#[N:18]. The yield is 0.720. (10) The reactants are [CH3:1][C:2]1([CH3:22])[C:11]2[C:6](=[CH:7][CH:8]=[C:9]([CH3:12])[CH:10]=2)[NH:5][CH:4]([C:13]2[CH:18]=[CH:17][CH:16]=[C:15]([N+:19]([O-])=O)[CH:14]=2)[CH2:3]1.Cl. The catalyst is C(O)C.O.[Fe]. The product is [CH3:1][C:2]1([CH3:22])[C:11]2[C:6](=[CH:7][CH:8]=[C:9]([CH3:12])[CH:10]=2)[NH:5][CH:4]([C:13]2[CH:14]=[C:15]([NH2:19])[CH:16]=[CH:17][CH:18]=2)[CH2:3]1. The yield is 0.500.